This data is from Reaction yield outcomes from USPTO patents with 853,638 reactions. The task is: Predict the reaction yield, written as a fraction of the theoretical maximum amount of product (1.0 means a 100% yield; for example, 0.34 means a 34% yield). (1) The catalyst is CS(C)=O.C1(C)C=CC=CC=1. The yield is 0.600. The reactants are Cl.[F:2][C:3]([F:21])([F:20])[C:4]1[CH:19]=[CH:18][C:7]2[NH:8][C:9]3[CH:17]=[CH:16][CH:15]=[CH:14][C:10]=3[N:11]=[C:12]([NH2:13])[C:6]=2[CH:5]=1.[CH3:22][O:23][CH2:24][CH2:25][C@H:26]1[CH2:31]N[CH2:29][CH2:28][NH:27]1. The product is [F:21][C:3]([F:2])([F:20])[C:4]1[CH:19]=[CH:18][C:7]2[NH:8][C:9]3[CH:17]=[CH:16][CH:15]=[CH:14][C:10]=3[N:11]=[C:12]([N:13]3[CH2:29][CH2:28][NH:27][C@@H:26]([CH2:25][CH2:24][O:23][CH3:22])[CH2:31]3)[C:6]=2[CH:5]=1. (2) The reactants are [C:1]([O:5][C:6]([N:8]1[CH2:13][CH2:12][NH:11][CH2:10][CH2:9]1)=[O:7])([CH3:4])([CH3:3])[CH3:2].Br[CH2:15][CH2:16][CH2:17][Cl:18]. The catalyst is C(Cl)Cl. The product is [C:1]([O:5][C:6]([N:8]1[CH2:13][CH2:12][N:11]([CH2:15][CH2:16][CH2:17][Cl:18])[CH2:10][CH2:9]1)=[O:7])([CH3:4])([CH3:2])[CH3:3]. The yield is 0.600. (3) The reactants are [C:1]([O:5][C:6]1[CH:11]=[CH:10][C:9]([CH2:12][C@H:13]([NH:32]C(=O)OCC2C3C=CC=CC=3C3C2=CC=CC=3)[C:14]([N:16]([CH2:24][CH:25]([O:29][CH2:30][CH3:31])[O:26][CH2:27][CH3:28])[CH2:17][C:18]2[CH:23]=[CH:22][CH:21]=[CH:20][N:19]=2)=[O:15])=[CH:8][CH:7]=1)([CH3:4])([CH3:3])[CH3:2].N1CCCCC1. No catalyst specified. The product is [NH2:32][C@@H:13]([CH2:12][C:9]1[CH:8]=[CH:7][C:6]([O:5][C:1]([CH3:3])([CH3:2])[CH3:4])=[CH:11][CH:10]=1)[C:14]([N:16]([CH2:24][CH:25]([O:26][CH2:27][CH3:28])[O:29][CH2:30][CH3:31])[CH2:17][C:18]1[CH:23]=[CH:22][CH:21]=[CH:20][N:19]=1)=[O:15]. The yield is 0.970.